The task is: Predict the reaction yield, written as a fraction of the theoretical maximum amount of product (1.0 means a 100% yield; for example, 0.34 means a 34% yield).. This data is from Reaction yield outcomes from USPTO patents with 853,638 reactions. The reactants are [Cl:1][C:2]1[CH:16]=[CH:15][C:5]2[N:6]([CH2:11][CH2:12][CH2:13]Cl)[C:7](=[O:10])[CH2:8][O:9][C:4]=2[CH:3]=1.C([O-])([O-])=O.[K+].[K+].[Na+].[I-].[CH2:25]([CH:29]1[CH2:34][CH2:33][NH:32][CH2:31][CH2:30]1)[CH2:26][CH2:27][CH3:28]. The catalyst is CCCCCCC.CCOC(C)=O. The product is [CH2:25]([CH:29]1[CH2:34][CH2:33][N:32]([CH2:13][CH2:12][CH2:11][N:6]2[C:5]3[CH:15]=[CH:16][C:2]([Cl:1])=[CH:3][C:4]=3[O:9][CH2:8][C:7]2=[O:10])[CH2:31][CH2:30]1)[CH2:26][CH2:27][CH3:28]. The yield is 0.900.